This data is from Reaction yield outcomes from USPTO patents with 853,638 reactions. The task is: Predict the reaction yield, written as a fraction of the theoretical maximum amount of product (1.0 means a 100% yield; for example, 0.34 means a 34% yield). (1) The reactants are O=C1C2C(=CC=CC=2)C(=O)[N:3]1[CH2:12][CH2:13][N:14]1[CH:18]=[CH:17][C:16]([C:19]2[CH:26]=[CH:25][C:22]([C:23]#[N:24])=[C:21]([CH3:27])[CH:20]=2)=[N:15]1.O.NN. No catalyst specified. The product is [NH2:3][CH2:12][CH2:13][N:14]1[CH:18]=[CH:17][C:16]([C:19]2[CH:26]=[CH:25][C:22]([C:23]#[N:24])=[C:21]([CH3:27])[CH:20]=2)=[N:15]1. The yield is 0.960. (2) The reactants are [CH2:1]([O:3][C:4]([C:6]1[O:7][C:8]2[CH:15]=[CH:14][CH:13]=[C:12]([OH:16])[C:9]=2[C:10]=1[CH3:11])=[O:5])[CH3:2].[CH2:17](I)[CH3:18].C([O-])([O-])=O.[K+].[K+]. The catalyst is CN(C=O)C. The product is [CH2:1]([O:3][C:4]([C:6]1[O:7][C:8]2[CH:15]=[CH:14][CH:13]=[C:12]([O:16][CH2:17][CH3:18])[C:9]=2[C:10]=1[CH3:11])=[O:5])[CH3:2]. The yield is 0.770. (3) The reactants are [Cl:1][C:2]1[CH:3]=[CH:4][C:5]2[C:11](=[O:12])[CH2:10][CH2:9][C:8](=[O:13])[NH:7][C:6]=2[CH:14]=1.[C:15](=O)([O-])[O-].[Cs+].[Cs+].CI. The catalyst is C1COCC1.CN(C=O)C. The product is [Cl:1][C:2]1[CH:3]=[CH:4][C:5]2[C:11](=[O:12])[CH2:10][CH2:9][C:8](=[O:13])[N:7]([CH3:15])[C:6]=2[CH:14]=1. The yield is 0.450. (4) The reactants are Cl[C:2]([O:4][CH2:5][CH:6]([CH3:8])[CH3:7])=[O:3].[CH:9]1[C:15]([NH2:16])=[N:14][C:12](=[O:13])[N:11]([C@@H:17]2[O:21][C@H:20]([CH2:22][OH:23])[C@@H:19]([OH:24])[C:18]2([F:26])[F:25])[CH:10]=1.Cl. No catalyst specified. The product is [F:26][C:18]1([F:25])[C@H:19]([OH:24])[C@@H:20]([CH2:22][OH:23])[O:21][C@H:17]1[N:11]1[CH:10]=[CH:9][C:15]([NH:16][C:2]([O:4][CH2:5][CH:6]([CH3:8])[CH3:7])=[O:3])=[N:14][C:12]1=[O:13]. The yield is 0.970. (5) The reactants are O[CH2:2][C:3]1[CH:12]=[N:11][C:10]2[N:9]3[CH2:13][CH2:14][CH2:15][CH2:16][C@H:8]3[C:7](=[O:17])[NH:6][C:5]=2[CH:4]=1.[I-].C(C[P+](C)(C)C)#N.C(N(C(C)C)C(C)C)C.[N:35]1([C:41]2[CH:48]=[CH:47][C:44]([C:45]#[N:46])=[CH:43][N:42]=2)[CH2:40][CH2:39][NH:38][CH2:37][CH2:36]1. The catalyst is C(#N)CC. The product is [O:17]=[C:7]1[NH:6][C:5]2[CH:4]=[C:3]([CH2:2][N:38]3[CH2:39][CH2:40][N:35]([C:41]4[CH:48]=[CH:47][C:44]([C:45]#[N:46])=[CH:43][N:42]=4)[CH2:36][CH2:37]3)[CH:12]=[N:11][C:10]=2[N:9]2[CH2:13][CH2:14][CH2:15][CH2:16][C@@H:8]12. The yield is 0.352. (6) The reactants are Cl.Cl[C:3]1[N:16]2[C:7](=[N:8][C:9]3[C:14]([C:15]2=[O:17])=[C:13]([F:18])[CH:12]=[CH:11][CH:10]=3)[C:6]2[CH:19]=[CH:20][N:21]([S:22]([C:25]3[CH:30]=[CH:29][C:28]([CH3:31])=[CH:27][CH:26]=3)(=[O:24])=[O:23])[C:5]=2[N:4]=1.[CH3:32][N:33]([CH2:35][C:36]([N:38]1[C:46]2[C:41](=[CH:42][C:43]([O:48][CH3:49])=[C:44]([NH2:47])[CH:45]=2)[C:40]([CH3:51])([CH3:50])[CH2:39]1)=[O:37])[CH3:34]. The catalyst is C1COCC1. The product is [CH3:32][N:33]([CH3:34])[CH2:35][C:36]([N:38]1[C:46]2[C:41](=[CH:42][C:43]([O:48][CH3:49])=[C:44]([NH:47][C:3]3[N:16]4[C:7](=[N:8][C:9]5[C:14]([C:15]4=[O:17])=[C:13]([F:18])[CH:12]=[CH:11][CH:10]=5)[C:6]4[CH:19]=[CH:20][N:21]([S:22]([C:25]5[CH:26]=[CH:27][C:28]([CH3:31])=[CH:29][CH:30]=5)(=[O:24])=[O:23])[C:5]=4[N:4]=3)[CH:45]=2)[C:40]([CH3:50])([CH3:51])[CH2:39]1)=[O:37]. The yield is 0.662. (7) The reactants are [F:1][C:2]1[CH:7]=[CH:6][C:5]([C:8]2[N:12]([CH2:13][CH:14]=[CH:15][C:16]3[CH:21]=[CH:20][C:19]([C:22]4[O:26][C:25]([CH:27]=O)=[CH:24][CH:23]=4)=[CH:18][CH:17]=3)[C:11](=[O:29])[NH:10][N:9]=2)=[CH:4][CH:3]=1.[S:30]1[CH2:34][C:33](=[O:35])[NH:32][C:31]1=[O:36].N1CCCCC1. The catalyst is C(O)C. The product is [F:1][C:2]1[CH:3]=[CH:4][C:5]([C:8]2[N:12]([CH2:13][CH:14]=[CH:15][C:16]3[CH:21]=[CH:20][C:19]([C:22]4[O:26][C:25]([CH:27]=[C:34]5[S:30][C:31](=[O:36])[NH:32][C:33]5=[O:35])=[CH:24][CH:23]=4)=[CH:18][CH:17]=3)[C:11](=[O:29])[NH:10][N:9]=2)=[CH:6][CH:7]=1. The yield is 0.120.